Dataset: Reaction yield outcomes from USPTO patents with 853,638 reactions. Task: Predict the reaction yield, written as a fraction of the theoretical maximum amount of product (1.0 means a 100% yield; for example, 0.34 means a 34% yield). (1) The reactants are C([O:8][C:9]1[CH:14]=[CH:13][C:12]([C:15]2[C:23]3[C:22]([OH:24])=C[C:20](=[O:25])[NH:19][C:18]=3[S:17][CH:16]=2)=[CH:11][CH:10]=1)C1C=CC=CC=1.[Cl:26]N1C(=O)CCC1=O.I[Si](C)(C)C.[CH2:39]([Cl:41])Cl. No catalyst specified. The product is [Cl:26][C:16]1[S:17][C:18]2[NH:19][C:20](=[O:25])[C:39]([Cl:41])=[C:22]([OH:24])[C:23]=2[C:15]=1[C:12]1[CH:13]=[CH:14][C:9]([OH:8])=[CH:10][CH:11]=1. The yield is 0.340. (2) The reactants are [OH-].[Na+].[CH3:3][N:4]([CH3:26])[C@@H:5]1[CH2:10][CH2:9][CH2:8][N:7]([C:11](=[O:25])[CH2:12][CH2:13][C:14]2[N:15]([CH2:19][C:20]([O:22]CC)=[O:21])[CH:16]=[CH:17][N:18]=2)[CH2:6]1.[ClH:27]. The catalyst is O. The product is [ClH:27].[CH3:26][N:4]([CH3:3])[C@@H:5]1[CH2:10][CH2:9][CH2:8][N:7]([C:11](=[O:25])[CH2:12][CH2:13][C:14]2[N:15]([CH2:19][C:20]([OH:22])=[O:21])[CH:16]=[CH:17][N:18]=2)[CH2:6]1. The yield is 0.700. (3) The reactants are [N:1]1[CH:6]=[CH:5][CH:4]=[CH:3][C:2]=1[C:7]#[C:8][CH2:9][CH2:10][C:11]1[O:12][C:13]2[C:14](=[C:16]([OH:20])[CH:17]=[CH:18][CH:19]=2)[N:15]=1.CI.[C:23]([O-])([O-])=O.[K+].[K+]. The catalyst is CN(C=O)C.C(Cl)Cl. The product is [CH3:23][O:20][C:16]1[C:14]2[N:15]=[C:11]([CH2:10][CH2:9][C:8]#[C:7][C:2]3[CH:3]=[CH:4][CH:5]=[CH:6][N:1]=3)[O:12][C:13]=2[CH:19]=[CH:18][CH:17]=1. The yield is 0.470. (4) The product is [Cl:1][C:2]1[C:7]([C:8]2[N:12]([S:39]([C:36]3[CH:37]=[N:38][C:33]([CH3:32])=[CH:34][CH:35]=3)(=[O:41])=[O:40])[CH:11]=[C:10]([CH:13]=[O:14])[CH:9]=2)=[CH:6][CH:5]=[CH:4][N:3]=1. The catalyst is O1CCCC1.C(=O)([O-])O.[Na+]. The yield is 0.250. The reactants are [Cl:1][C:2]1[C:7]([C:8]2[NH:12][CH:11]=[C:10]([CH:13]=[O:14])[CH:9]=2)=[CH:6][CH:5]=[CH:4][N:3]=1.[H-].[Na+].C1OCCOCCOCCOCCOC1.[CH3:32][C:33]1[N:38]=[CH:37][C:36]([S:39](Cl)(=[O:41])=[O:40])=[CH:35][CH:34]=1.